From a dataset of Peptide-MHC class I binding affinity with 185,985 pairs from IEDB/IMGT. Regression. Given a peptide amino acid sequence and an MHC pseudo amino acid sequence, predict their binding affinity value. This is MHC class I binding data. (1) The peptide sequence is IMNEGWASF. The MHC is HLA-B07:02 with pseudo-sequence HLA-B07:02. The binding affinity (normalized) is 0.0847. (2) The peptide sequence is YLDDPDLKY. The MHC is HLA-C08:02 with pseudo-sequence HLA-C08:02. The binding affinity (normalized) is 0.0847. (3) The peptide sequence is PLYIDISDVK. The MHC is HLA-A03:01 with pseudo-sequence HLA-A03:01. The binding affinity (normalized) is 0.533. (4) The peptide sequence is TYGQMNNGST. The MHC is H-2-Kd with pseudo-sequence H-2-Kd. The binding affinity (normalized) is 0.296.